This data is from Forward reaction prediction with 1.9M reactions from USPTO patents (1976-2016). The task is: Predict the product of the given reaction. (1) Given the reactants [Cl:1][C:2]1[C:3]2[C:10]3[CH2:11][CH2:12][C@@:13]([C:16](N4[C@@H](C)[C@@H](C5C=CC=CC=5)OC4=O)=[O:17])([CH3:15])[CH2:14][C:9]=3[S:8][C:4]=2[N:5]=[CH:6][N:7]=1.[CH2:31](O)[CH3:32].C(OCC)(=[O:36])C, predict the reaction product. The product is: [Cl:1][C:2]1[C:3]2[C:10]3[CH2:11][CH2:12][C@:13]([CH3:15])([C:16]([O:17][CH2:31][CH3:32])=[O:36])[CH2:14][C:9]=3[S:8][C:4]=2[N:5]=[CH:6][N:7]=1. (2) Given the reactants Br[C:2]1[CH:9]=[CH:8][C:7]([O:10][CH2:11][CH3:12])=[CH:6][C:3]=1[CH:4]=[O:5].C1(P(C2CCCCC2)C2C=CC=CC=2C2C(OC)=CC=CC=2OC)CCCCC1.C1COCC1.[F:47][C:48]1[C:53]([F:54])=[C:52]([F:55])[CH:51]=[CH:50][C:49]=1B(O)O, predict the reaction product. The product is: [CH2:11]([O:10][C:7]1[CH:6]=[C:3]([CH:4]=[O:5])[C:2]([C:51]2[CH:50]=[CH:49][C:48]([F:47])=[C:53]([F:54])[C:52]=2[F:55])=[CH:9][CH:8]=1)[CH3:12]. (3) Given the reactants [CH3:1][C:2]([C:9]1[CH:14]=[CH:13][N:12]=[CH:11][CH:10]=1)([CH3:8])[C:3](OCC)=[O:4].[H-].C([Al+]CC(C)C)C(C)C.Cl, predict the reaction product. The product is: [CH3:8][C:2]([C:9]1[CH:10]=[CH:11][N:12]=[CH:13][CH:14]=1)([CH3:1])[CH2:3][OH:4]. (4) Given the reactants [F:1][C:2]1[CH:3]=[CH:4][C:5](B2OC(C)(C)C(C)(C)O2)=[C:6]2[C:10]=1[C@H:9]([O:11][C:12]1[CH:25]=[CH:24][C:15]3[C@H:16]([CH2:19][C:20]([O:22][CH3:23])=[O:21])[CH2:17][O:18][C:14]=3[CH:13]=1)[CH2:8][CH2:7]2.Br[C:36]1[C:49]([CH3:50])=[CH:48][C:39]([O:40][CH2:41][CH2:42][NH:43][S:44]([CH3:47])(=[O:46])=[O:45])=[CH:38][C:37]=1[CH3:51].BrC1C=CC(F)=C2C=1CC[C@H]2OC1C=CC2[C@H](CC(OC)=O)COC=2C=1, predict the reaction product. The product is: [CH3:51][C:37]1[CH:38]=[C:39]([O:40][CH2:41][CH2:42][NH:43][S:44]([CH3:47])(=[O:45])=[O:46])[CH:48]=[C:49]([CH3:50])[C:36]=1[C:5]1[CH:4]=[CH:3][C:2]([F:1])=[C:10]2[C:6]=1[CH2:7][CH2:8][C@H:9]2[O:11][C:12]1[CH:25]=[CH:24][C:15]2[C@H:16]([CH2:19][C:20]([O:22][CH3:23])=[O:21])[CH2:17][O:18][C:14]=2[CH:13]=1. (5) Given the reactants Br[CH2:2][C:3]1[O:4][C:5](=[O:10])[O:6][C:7]=1[CH2:8][Br:9].C([O-])=[O:12].[K+], predict the reaction product. The product is: [Br:9][CH2:8][C:7]1[O:6][C:5](=[O:10])[O:4][C:3]=1[CH2:2][OH:12]. (6) Given the reactants [O:1]=[S:2]1(=[O:20])[CH:6]=[CH:5][C:4]2[CH:7]=[C:8]([B:11]3[O:15][C:14]([CH3:17])([CH3:16])[C:13]([CH3:19])([CH3:18])[O:12]3)[CH:9]=[CH:10][C:3]1=2, predict the reaction product. The product is: [O:20]=[S:2]1(=[O:1])[CH2:6][CH2:5][C:4]2[CH:7]=[C:8]([B:11]3[O:15][C:14]([CH3:16])([CH3:17])[C:13]([CH3:19])([CH3:18])[O:12]3)[CH:9]=[CH:10][C:3]1=2. (7) The product is: [NH:1]1[CH2:6][CH2:5][C:4]2([NH:19][C:17](=[O:18])[C:16]3[CH:20]=[CH:12][CH:13]=[CH:14][C:15]=3[O:7]2)[CH2:3][CH2:2]1. Given the reactants [NH:1]1[CH2:6][CH2:5][C:4](=[O:7])[CH2:3][CH2:2]1.C(N[C:12]1[CH:13]=[CH:14][C:15](O)=[C:16]([CH:20]=1)[C:17]([NH2:19])=[O:18])(=O)C.N1CCOCC1, predict the reaction product.